Dataset: Forward reaction prediction with 1.9M reactions from USPTO patents (1976-2016). Task: Predict the product of the given reaction. (1) Given the reactants [Br:1][C:2]1[C:3]([F:10])=[N:4][CH:5]=[C:6]([CH2:8]Br)[CH:7]=1.[CH3:11][O:12][C:13]1[CH:20]=[CH:19][C:16]([CH2:17][OH:18])=[CH:15][CH:14]=1.[Al], predict the reaction product. The product is: [Br:1][C:2]1[C:3]([F:10])=[N:4][CH:5]=[C:6]([CH2:8][O:18][CH2:17][C:16]2[CH:19]=[CH:20][C:13]([O:12][CH3:11])=[CH:14][CH:15]=2)[CH:7]=1. (2) Given the reactants [NH2:1][CH2:2][C@@H:3]1[CH2:7][C@H:6]([NH:8][C:9]([C:11]2[C:19]3[C:14](=[CH:15][CH:16]=[CH:17][CH:18]=3)[N:13]([CH:20]([CH3:22])[CH3:21])[N:12]=2)=[O:10])[CH2:5][N:4]1[C:23]([O:25][C:26]([CH3:29])([CH3:28])[CH3:27])=[O:24].[CH3:30][S:31](Cl)(=[O:33])=[O:32], predict the reaction product. The product is: [CH:20]([N:13]1[C:14]2[C:19](=[CH:18][CH:17]=[CH:16][CH:15]=2)[C:11]([C:9]([NH:8][C@@H:6]2[CH2:5][N:4]([C:23]([O:25][C:26]([CH3:27])([CH3:29])[CH3:28])=[O:24])[C@H:3]([CH2:2][NH:1][S:31]([CH3:30])(=[O:33])=[O:32])[CH2:7]2)=[O:10])=[N:12]1)([CH3:21])[CH3:22]. (3) Given the reactants [H-].[Na+].C([O:5][C:6](=O)[CH:7]([Cl:11])[C:8]([CH3:10])=[O:9])C.C([Li])CCC.[CH:18]1([C:23](=[O:28])[CH2:24][CH2:25][C:26]#[CH:27])[CH2:22][CH2:21][CH2:20][CH2:19]1, predict the reaction product. The product is: [CH2:24]([C:23]1([CH:18]2[CH2:22][CH2:21][CH2:20][CH2:19]2)[O:28][C:6](=[O:5])[CH:7]([Cl:11])[C:8](=[O:9])[CH2:10]1)[CH2:25][C:26]#[CH:27]. (4) Given the reactants [C:1]([OH:11])(=O)[CH:2]=[CH:3][C:4]1[CH:9]=[CH:8][CH:7]=[CH:6][CH:5]=1.[C:12]([N:19]1[CH2:24][CH2:23][NH:22][CH2:21][CH2:20]1)([O:14][C:15]([CH3:18])([CH3:17])[CH3:16])=[O:13], predict the reaction product. The product is: [C:1]([N:22]1[CH2:21][CH2:20][N:19]([C:12]([O:14][C:15]([CH3:18])([CH3:17])[CH3:16])=[O:13])[CH2:24][CH2:23]1)(=[O:11])[CH:2]=[CH:3][C:4]1[CH:5]=[CH:6][CH:7]=[CH:8][CH:9]=1.